Dataset: Full USPTO retrosynthesis dataset with 1.9M reactions from patents (1976-2016). Task: Predict the reactants needed to synthesize the given product. (1) Given the product [Cl:29][C:30]1[C:31]([O:1][C:2]2[CH:7]=[C:6]([CH3:8])[C:5]([C:9]3[C:13](=[O:14])[CH2:12][CH:11]([CH2:15][CH2:16][NH:17][C:18]([C:20]4[CH:25]=[CH:24][CH:23]=[CH:22][N:21]=4)=[O:19])[C:10]=3[O:26][CH3:27])=[C:4]([CH3:28])[CH:3]=2)=[N:32][CH:33]=[C:34]([C:36]([F:38])([F:37])[F:39])[CH:35]=1, predict the reactants needed to synthesize it. The reactants are: [OH:1][C:2]1[CH:7]=[C:6]([CH3:8])[C:5]([C:9]2[C:13](=[O:14])[CH2:12][CH:11]([CH2:15][CH2:16][NH:17][C:18]([C:20]3[CH:25]=[CH:24][CH:23]=[CH:22][N:21]=3)=[O:19])[C:10]=2[O:26][CH3:27])=[C:4]([CH3:28])[CH:3]=1.[Cl:29][C:30]1[C:31](F)=[N:32][CH:33]=[C:34]([C:36]([F:39])([F:38])[F:37])[CH:35]=1.C(=O)([O-])[O-].[K+].[K+]. (2) Given the product [CH3:28][O:27][C:26]1([O:29][CH3:30])[C:20]([NH:19][C:12]([C:11]2[C:2]([OH:1])=[N:3][C:4]3[C:9]([CH:10]=2)=[CH:8][CH:7]=[CH:6][CH:5]=3)=[O:14])=[CH:21][C:22](=[O:31])[CH:23]2[CH:25]1[O:24]2, predict the reactants needed to synthesize it. The reactants are: [OH:1][C:2]1[C:11]([C:12]([OH:14])=O)=[CH:10][C:9]2[C:4](=[CH:5][CH:6]=[CH:7][CH:8]=2)[N:3]=1.S(Cl)(Cl)=O.[NH2:19][C:20]1[C:26]([O:29][CH3:30])([O:27][CH3:28])[CH:25]2[CH:23]([O:24]2)[C:22](=[O:31])[CH:21]=1.CC(C)([O-])C.[Li+].C(=O)([O-])[O-].[K+].[K+]. (3) Given the product [Cl:1][C:2]1[N:7]=[CH:6][C:5]([CH:8]2[O:21][CH2:19][CH2:18][N:10]([C:11]([O:12][C:13]([CH3:14])([CH3:15])[CH3:16])=[O:17])[CH2:9]2)=[CH:4][CH:3]=1, predict the reactants needed to synthesize it. The reactants are: [Cl:1][C:2]1[N:7]=[CH:6][C:5]([CH:8]([OH:21])[CH2:9][N:10]([CH2:18][CH2:19]O)[C:11](=[O:17])[O:12][C:13]([CH3:16])([CH3:15])[CH3:14])=[CH:4][CH:3]=1.C(N(CC)CC)C.CS(Cl)(=O)=O.